This data is from Peptide-MHC class II binding affinity with 134,281 pairs from IEDB. The task is: Regression. Given a peptide amino acid sequence and an MHC pseudo amino acid sequence, predict their binding affinity value. This is MHC class II binding data. (1) The peptide sequence is EDLVRAYHAMSRTHE. The MHC is HLA-DQA10301-DQB10302 with pseudo-sequence HLA-DQA10301-DQB10302. The binding affinity (normalized) is 0.188. (2) The peptide sequence is IRQLERLLQAVVGAG. The MHC is HLA-DQA10102-DQB10602 with pseudo-sequence HLA-DQA10102-DQB10602. The binding affinity (normalized) is 0.312. (3) The binding affinity (normalized) is 0. The peptide sequence is VAAAASVPAADKFKT. The MHC is HLA-DQA10101-DQB10501 with pseudo-sequence HLA-DQA10101-DQB10501. (4) The peptide sequence is LKAMTADQEVPEKPDS. The MHC is DRB1_0101 with pseudo-sequence DRB1_0101. The binding affinity (normalized) is 0.268.